From a dataset of Reaction yield outcomes from USPTO patents with 853,638 reactions. Predict the reaction yield, written as a fraction of the theoretical maximum amount of product (1.0 means a 100% yield; for example, 0.34 means a 34% yield). (1) The reactants are [C:1]([C:5]1[CH:6]=[C:7]([CH:19]=[C:20]([C:22]([CH3:25])([CH3:24])[CH3:23])[CH:21]=1)[CH2:8][C:9]1[CH:10]=[C:11]([CH:16]=[CH:17][N:18]=1)[C:12]([O:14][CH3:15])=[O:13])([CH3:4])([CH3:3])[CH3:2]. The catalyst is C(O)(=O)C.[Pt](=O)=O. The product is [C:1]([C:5]1[CH:6]=[C:7]([CH:19]=[C:20]([C:22]([CH3:25])([CH3:24])[CH3:23])[CH:21]=1)[CH2:8][CH:9]1[CH2:10][CH:11]([C:12]([O:14][CH3:15])=[O:13])[CH2:16][CH2:17][NH:18]1)([CH3:3])([CH3:4])[CH3:2]. The yield is 1.06. (2) The reactants are [CH3:1][O:2][C:3]1[CH:11]=[CH:10][C:9]([O:12][CH3:13])=[CH:8][C:4]=1[C:5]([OH:7])=O.S(Cl)(Cl)=O.[CH3:18][O:19][C:20]1[CH:26]=[CH:25][C:24]([O:27][CH3:28])=[CH:23][C:21]=1[NH2:22].C(N(CC)CC)C.Cl. The catalyst is O.C1COCC1. The product is [CH3:18][O:19][C:20]1[CH:26]=[CH:25][C:24]([O:27][CH3:28])=[CH:23][C:21]=1[NH:22][C:5](=[O:7])[C:4]1[CH:8]=[C:9]([O:12][CH3:13])[CH:10]=[CH:11][C:3]=1[O:2][CH3:1]. The yield is 0.930.